Dataset: Reaction yield outcomes from USPTO patents with 853,638 reactions. Task: Predict the reaction yield, written as a fraction of the theoretical maximum amount of product (1.0 means a 100% yield; for example, 0.34 means a 34% yield). (1) The product is [C:54](=[N:67][C:2]1[CH:3]=[CH:4][C:5]([F:17])=[C:6]([C:8]23[CH2:15][CH:14]2[CH2:13][O:12][CH2:11][C:10](=[O:16])[NH:9]3)[CH:7]=1)([C:61]1[CH:62]=[CH:63][CH:64]=[CH:65][CH:66]=1)[C:55]1[CH:60]=[CH:59][CH:58]=[CH:57][CH:56]=1. The yield is 0.850. The reactants are Br[C:2]1[CH:3]=[CH:4][C:5]([F:17])=[C:6]([C:8]23[CH2:15][CH:14]2[CH2:13][O:12][CH2:11][C:10](=[O:16])[NH:9]3)[CH:7]=1.CC(C)([O-])C.[Na+].C(P(C(C)(C)C)C1C=CC=CC=1C1C(C(C)C)=CC(C(C)C)=CC=1C(C)C)(C)(C)C.[C:54](=[NH:67])([C:61]1[CH:66]=[CH:65][CH:64]=[CH:63][CH:62]=1)[C:55]1[CH:60]=[CH:59][CH:58]=[CH:57][CH:56]=1. The catalyst is C1(C)C=CC=CC=1.C1C=CC(/C=C/C(/C=C/C2C=CC=CC=2)=O)=CC=1.C1C=CC(/C=C/C(/C=C/C2C=CC=CC=2)=O)=CC=1.C1C=CC(/C=C/C(/C=C/C2C=CC=CC=2)=O)=CC=1.[Pd].[Pd].C(Cl)(Cl)Cl.O. (2) The reactants are [N+:1]([C:4]1[CH:5]=[C:6]([CH:19]=[CH:20][CH:21]=1)[CH:7]=[N:8][C:9]1[CH:14]=[CH:13][C:12]([C:15]([F:18])([F:17])[F:16])=[CH:11][CH:10]=1)([O-:3])=[O:2].O.[O-]S(C(F)(F)F)(=O)=O.[Yb+3].[O-]S(C(F)(F)F)(=O)=O.[O-]S(C(F)(F)F)(=O)=O.[CH:48](=[O:52])[CH:49]([CH3:51])[CH3:50].O. The catalyst is O1CCCC1. The product is [CH3:50][C:49]1([CH3:51])[CH:48]([OH:52])[C:10]2[C:9](=[CH:14][CH:13]=[C:12]([C:15]([F:16])([F:17])[F:18])[CH:11]=2)[NH:8][CH:7]1[C:6]1[CH:19]=[CH:20][CH:21]=[C:4]([N+:1]([O-:3])=[O:2])[CH:5]=1. The yield is 0.960.